This data is from Forward reaction prediction with 1.9M reactions from USPTO patents (1976-2016). The task is: Predict the product of the given reaction. Given the reactants [CH2:1]([O:3][C:4](=[O:13])[CH2:5][C:6]1[CH:11]=[CH:10][C:9]([NH2:12])=[CH:8][CH:7]=1)[CH3:2].C(Cl)(Cl)[Cl:15], predict the reaction product. The product is: [NH2:12][C:9]1[CH:8]=[CH:7][C:6]([CH2:5][C:4]([O:3][CH2:1][CH3:2])=[O:13])=[CH:11][C:10]=1[Cl:15].